This data is from Full USPTO retrosynthesis dataset with 1.9M reactions from patents (1976-2016). The task is: Predict the reactants needed to synthesize the given product. (1) Given the product [C:13]([O:17][C:18](=[O:35])[NH:19][C@@H:20]([C@H:28]1[CH2:33][CH2:32][C@H:31]([NH:34][C:36](=[O:47])[CH2:37][NH:38][C:39](=[O:40])[C:41]2[CH:42]=[CH:43][CH:44]=[CH:45][CH:46]=2)[CH2:30][CH2:29]1)[C:21](=[O:27])[N:22]1[CH2:23][CH2:24][CH2:25][CH2:26]1)([CH3:16])([CH3:14])[CH3:15], predict the reactants needed to synthesize it. The reactants are: Cl.CN(C)CCCN=C=NCC.[C:13]([O:17][C:18](=[O:35])[NH:19][C@@H:20]([C@H:28]1[CH2:33][CH2:32][C@@H:31]([NH2:34])[CH2:30][CH2:29]1)[C:21](=[O:27])[N:22]1[CH2:26][CH2:25][CH2:24][CH2:23]1)([CH3:16])([CH3:15])[CH3:14].[C:36](O)(=[O:47])[CH2:37][NH:38][C:39]([C:41]1[CH:46]=[CH:45][CH:44]=[CH:43][CH:42]=1)=[O:40].OC1C2N=NNC=2C=CC=1. (2) The reactants are: [C:1]1([CH3:10])[C:2]([C:7]([OH:9])=[O:8])=[CH:3][CH:4]=[CH:5][CH:6]=1.[Br:11]Br. Given the product [Br:11][C:4]1[CH:5]=[CH:6][C:1]([CH3:10])=[C:2]([CH:3]=1)[C:7]([OH:9])=[O:8], predict the reactants needed to synthesize it.